Predict the product of the given reaction. From a dataset of Forward reaction prediction with 1.9M reactions from USPTO patents (1976-2016). Given the reactants [OH:1][CH2:2][C@H:3]([NH:7][C:8](=[O:14])[O:9][C:10]([CH3:13])([CH3:12])[CH3:11])[CH2:4][NH:5][CH3:6].C([O-])([O-])=O.[K+].[K+].[C:21]([O:30]N1C(=O)CCC1=O)([O:23][CH2:24][CH2:25][Si:26]([CH3:29])([CH3:28])[CH3:27])=O, predict the reaction product. The product is: [C:10]([O:9][C:8]([NH:7][C@H:3]([CH2:4][N:5]([CH3:6])[C:21]([O:23][CH2:24][CH2:25][Si:26]([CH3:27])([CH3:28])[CH3:29])=[O:30])[CH2:2][OH:1])=[O:14])([CH3:13])([CH3:12])[CH3:11].